This data is from NCI-60 drug combinations with 297,098 pairs across 59 cell lines. The task is: Regression. Given two drug SMILES strings and cell line genomic features, predict the synergy score measuring deviation from expected non-interaction effect. Drug 1: CNC(=O)C1=NC=CC(=C1)OC2=CC=C(C=C2)NC(=O)NC3=CC(=C(C=C3)Cl)C(F)(F)F. Drug 2: C1=CC=C(C(=C1)C(C2=CC=C(C=C2)Cl)C(Cl)Cl)Cl. Cell line: NCIH23. Synergy scores: CSS=16.3, Synergy_ZIP=9.08, Synergy_Bliss=14.4, Synergy_Loewe=9.39, Synergy_HSA=9.92.